This data is from Forward reaction prediction with 1.9M reactions from USPTO patents (1976-2016). The task is: Predict the product of the given reaction. (1) The product is: [CH2:1]([N:8]([CH2:21][C:22]1[CH:46]=[CH:45][C:25]([O:26][C:27]2[CH:28]=[CH:29][C:30]([O:31][CH2:32][CH2:33][CH2:34][C:35]([NH:37][CH2:38][C:39]([OH:41])=[O:40])=[O:36])=[CH:43][CH:44]=2)=[CH:24][CH:23]=1)[C:9]1[CH:14]=[CH:13][CH:12]=[C:11]([NH:15][S:16]([CH3:19])(=[O:18])=[O:17])[C:10]=1[CH3:20])[C:2]1[CH:3]=[CH:4][CH:5]=[CH:6][CH:7]=1. Given the reactants [CH2:1]([N:8]([CH2:21][C:22]1[CH:46]=[CH:45][C:25]([O:26][C:27]2[CH:44]=[CH:43][C:30]([O:31][CH2:32][CH2:33][CH2:34][C:35]([NH:37][CH2:38][C:39]([O:41]C)=[O:40])=[O:36])=[CH:29][CH:28]=2)=[CH:24][CH:23]=1)[C:9]1[CH:14]=[CH:13][CH:12]=[C:11]([NH:15][S:16]([CH3:19])(=[O:18])=[O:17])[C:10]=1[CH3:20])[C:2]1[CH:7]=[CH:6][CH:5]=[CH:4][CH:3]=1.[OH-].[Na+].O1CCCC1.Cl, predict the reaction product. (2) The product is: [CH:14]1[C:13]2[CH2:12][C:11]3[C:6](=[CH:7][CH:8]=[CH:9][CH:10]=3)[C:5]=2[CH:4]=[CH:3][CH:2]=1. Given the reactants Br[C:2]1[CH:14]=[C:13]2[C:5]([C:6]3[CH:7]=[CH:8][CH:9]=[C:10]([Si]([C:14]4[C:13]5[C:12](CCCCCCCC)(CCCCCCCC)[C:11]6[C:6](=[CH:7][CH:8]=[C:9](Br)[CH:10]=6)[C:5]=5[CH:4]=[CH:3][CH:2]=4)(C4C=CC=CC=4)C4C=CC=CC=4)[C:11]=3[C:12]2(CCCCCCCC)CCCCCCCC)=[CH:4][CH:3]=1.C(C1(CCCCCCCC)C2C=CC=CC=2C2C1=CC=CC=2)CCCCCCC.[B].BrC1C=CC2C3C(=CC(Br)=CC=3)CC=2C=1.C(=O)([O-])[O-].[K+].[K+], predict the reaction product. (3) Given the reactants C(OC([N:8]1[CH2:13][CH2:12][CH:11]([NH2:14])[CH2:10][CH2:9]1)=O)(C)(C)C.[F:15][C:16]1[CH:21]=[CH:20][C:19]([C:22]([C:25]2[C:26]([CH:31]=O)=[N:27][CH:28]=[CH:29][CH:30]=2)([CH3:24])[CH3:23])=[CH:18][CH:17]=1.[BH-](O[C:43]([CH3:45])=O)(OC(C)=O)OC(C)=O.[Na+], predict the reaction product. The product is: [CH3:18][C:19]1[C:43]([CH2:45][N:14]([CH2:31][C:26]2[C:25]([C:22]([C:19]3[CH:20]=[CH:21][C:16]([F:15])=[CH:17][CH:18]=3)([CH3:24])[CH3:23])=[CH:30][CH:29]=[CH:28][N:27]=2)[CH:11]2[CH2:10][CH2:9][NH:8][CH2:13][CH2:12]2)=[N:27][CH:26]=[C:25]([CH3:30])[CH:22]=1. (4) Given the reactants [N:1]1([C:5]([C@@H:7]2[CH2:12][C@H:11]([N:13]([C:18]([C:20]3[N:24]([CH2:25][CH2:26][CH2:27][CH2:28][O:29][CH3:30])[C:23]4[CH:31]=[CH:32][CH:33]=[CH:34][C:22]=4[N:21]=3)=[O:19])[CH2:14][CH:15]([CH3:17])[CH3:16])[CH2:10][N:9](C(OC(C)(C)C)=O)[CH2:8]2)=[O:6])[CH2:4][CH2:3][CH2:2]1.C(O)(C(F)(F)F)=O, predict the reaction product. The product is: [N:1]1([C:5]([C@H:7]2[CH2:8][NH:9][CH2:10][C@@H:11]([N:13]([CH2:14][CH:15]([CH3:17])[CH3:16])[C:18]([C:20]3[N:24]([CH2:25][CH2:26][CH2:27][CH2:28][O:29][CH3:30])[C:23]4[CH:31]=[CH:32][CH:33]=[CH:34][C:22]=4[N:21]=3)=[O:19])[CH2:12]2)=[O:6])[CH2:2][CH2:3][CH2:4]1. (5) The product is: [CH3:49][O:50][C:51]1[C:56]([C:57]2[CH:58]=[C:59]([NH:63][C:22]([C:17]3[C:18](=[O:21])[O:19][C:20]4[C:15]([CH:16]=3)=[CH:14][CH:13]=[CH:12][C:11]=4[OH:10])=[O:24])[CH:60]=[CH:61][CH:62]=2)=[CH:55][CH:54]=[CH:53][N:52]=1. Given the reactants CCN(C(C)C)C(C)C.[OH:10][C:11]1[CH:12]=[CH:13][CH:14]=[C:15]2[C:20]=1[O:19][C:18](=[O:21])[C:17]([C:22]([OH:24])=O)=[CH:16]2.CN(C(ON1N=NC2C=CC=NC1=2)=[N+](C)C)C.F[P-](F)(F)(F)(F)F.[CH3:49][O:50][C:51]1[C:56]([C:57]2[CH:58]=[C:59]([NH2:63])[CH:60]=[CH:61][CH:62]=2)=[CH:55][CH:54]=[CH:53][N:52]=1, predict the reaction product. (6) Given the reactants [NH2:1][CH2:2][C@H:3]1[N:8]([C:9]([C:11]2[N:12]=[C:13]([CH3:23])[S:14][C:15]=2[C:16]2[CH:17]=[C:18]([CH3:22])[CH:19]=[CH:20][CH:21]=2)=[O:10])[CH2:7][C@@H:6]2[C@H:4]1[CH2:5]2.[N:24]1[C:28]2[CH:29]=[CH:30][C:31]([C:33](O)=[O:34])=[CH:32][C:27]=2[NH:26][CH:25]=1, predict the reaction product. The product is: [CH3:23][C:13]1[S:14][C:15]([C:16]2[CH:17]=[C:18]([CH3:22])[CH:19]=[CH:20][CH:21]=2)=[C:11]([C:9]([N:8]2[CH2:7][C@@H:6]3[C@@H:4]([CH2:5]3)[C@H:3]2[CH2:2][NH:1][C:33]([C:31]2[CH:30]=[CH:29][C:28]3[N:24]=[CH:25][NH:26][C:27]=3[CH:32]=2)=[O:34])=[O:10])[N:12]=1. (7) Given the reactants N(C(N1CCCCC1)=O)=NC(N1CCCCC1)=O.C(P(CCCC)CCCC)CCC.[C:32]([O:36][C:37]([N:39]1[CH2:42][CH2:41][C@@H:40]1[CH2:43][OH:44])=[O:38])([CH3:35])([CH3:34])[CH3:33].[O:45]([CH2:52][C@H:53]1[CH2:55][C@@H:54]1[C:56]1[CH:57]=[C:58](O)[CH:59]=[N:60][CH:61]=1)[C:46]1[CH:51]=[CH:50][CH:49]=[CH:48][CH:47]=1, predict the reaction product. The product is: [C:32]([O:36][C:37]([N:39]1[CH2:42][CH2:41][C@H:40]1[CH2:43][O:44][C:58]1[CH:59]=[N:60][CH:61]=[C:56]([C@H:54]2[CH2:55][C@@H:53]2[CH2:52][O:45][C:46]2[CH:51]=[CH:50][CH:49]=[CH:48][CH:47]=2)[CH:57]=1)=[O:38])([CH3:35])([CH3:34])[CH3:33].